This data is from Full USPTO retrosynthesis dataset with 1.9M reactions from patents (1976-2016). The task is: Predict the reactants needed to synthesize the given product. (1) Given the product [C:1]([O:5][C:6](=[O:43])[NH:7][C@H:8]1[CH2:13][CH2:12][C@H:11]([NH:14][C:15]2[N:23]=[C:22]3[C:18]([N:19]=[CH:20][N:21]3[CH:24]3[CH2:28][CH2:27][CH2:26][CH2:25]3)=[C:17]([NH:29][CH:30]3[CH2:31][CH2:32][NH:33][CH2:34][CH2:35]3)[N:16]=2)[CH2:10][CH2:9]1)([CH3:4])([CH3:2])[CH3:3], predict the reactants needed to synthesize it. The reactants are: [C:1]([O:5][C:6](=[O:43])[NH:7][C@H:8]1[CH2:13][CH2:12][C@H:11]([NH:14][C:15]2[N:23]=[C:22]3[C:18]([N:19]=[CH:20][N:21]3[CH:24]3[CH2:28][CH2:27][CH2:26][CH2:25]3)=[C:17]([NH:29][CH:30]3[CH2:35][CH2:34][N:33](CC4C=CC=CC=4)[CH2:32][CH2:31]3)[N:16]=2)[CH2:10][CH2:9]1)([CH3:4])([CH3:3])[CH3:2].C([O-])=O.[NH4+].C(Cl)Cl. (2) Given the product [Cl:19][C:5]1[C:6]([NH:8][CH2:9][CH2:10][C:11]2[CH:16]=[CH:15][CH:14]=[C:13]([O:17][CH3:18])[CH:12]=2)=[N:7][C:2]([NH:20][C:21]2[CH:22]=[C:23]([CH2:27][CH2:28][OH:29])[CH:24]=[CH:25][CH:26]=2)=[N:3][CH:4]=1, predict the reactants needed to synthesize it. The reactants are: Cl[C:2]1[N:7]=[C:6]([NH:8][CH2:9][CH2:10][C:11]2[CH:16]=[CH:15][CH:14]=[C:13]([O:17][CH3:18])[CH:12]=2)[C:5]([Cl:19])=[CH:4][N:3]=1.[NH2:20][C:21]1[CH:22]=[C:23]([CH2:27][CH2:28][OH:29])[CH:24]=[CH:25][CH:26]=1.O.C1(C)C=CC(S(O)(=O)=O)=CC=1.C([O-])(O)=O.[Na+].